This data is from Peptide-MHC class I binding affinity with 185,985 pairs from IEDB/IMGT. The task is: Regression. Given a peptide amino acid sequence and an MHC pseudo amino acid sequence, predict their binding affinity value. This is MHC class I binding data. (1) The peptide sequence is VVARLGVPY. The MHC is HLA-A03:01 with pseudo-sequence HLA-A03:01. The binding affinity (normalized) is 0.0847. (2) The peptide sequence is TLAVPYNMR. The MHC is HLA-A03:01 with pseudo-sequence HLA-A03:01. The binding affinity (normalized) is 0.362. (3) The peptide sequence is KISVQYNLSH. The MHC is HLA-A11:01 with pseudo-sequence HLA-A11:01. The binding affinity (normalized) is 0.509. (4) The binding affinity (normalized) is 0.0847. The peptide sequence is APLAHRLGM. The MHC is HLA-B15:17 with pseudo-sequence HLA-B15:17. (5) The binding affinity (normalized) is 0.151. The peptide sequence is LPEKKITQWL. The MHC is HLA-B35:01 with pseudo-sequence HLA-B35:01. (6) The peptide sequence is VMAASGAPF. The MHC is HLA-A11:01 with pseudo-sequence HLA-A11:01. The binding affinity (normalized) is 0.0847.